From a dataset of Peptide-MHC class I binding affinity with 185,985 pairs from IEDB/IMGT. Regression. Given a peptide amino acid sequence and an MHC pseudo amino acid sequence, predict their binding affinity value. This is MHC class I binding data. (1) The peptide sequence is FLRGRAYGI. The MHC is HLA-B51:01 with pseudo-sequence HLA-B51:01. The binding affinity (normalized) is 0. (2) The peptide sequence is EWIFRALKY. The MHC is HLA-A30:02 with pseudo-sequence HLA-A30:02. The binding affinity (normalized) is 0.172. (3) The peptide sequence is TEDDWITYI. The MHC is HLA-B27:03 with pseudo-sequence HLA-B27:03. The binding affinity (normalized) is 0.0847.